From a dataset of Forward reaction prediction with 1.9M reactions from USPTO patents (1976-2016). Predict the product of the given reaction. (1) Given the reactants Cl[C:2]1[CH:11]=[CH:10][N:9]=[C:8]2[C:3]=1[C:4]1[CH:16]=[CH:15][CH:14]=[CH:13][C:5]=1[C:6](=[O:12])[NH:7]2.[Br:17][C:18]1[CH:19]=[C:20](O)C=[CH:22][CH:23]=1.[C:25](=[O:28])([O-])[O-].[K+].[K+], predict the reaction product. The product is: [Br:17][C:18]1[CH:19]=[CH:20][C:25]([O:28][C:2]2[CH:11]=[CH:10][N:9]=[C:8]3[C:3]=2[C:4]2[CH:16]=[CH:15][CH:14]=[CH:13][C:5]=2[C:6](=[O:12])[NH:7]3)=[CH:22][CH:23]=1. (2) Given the reactants [K+].[Br-:2].Cl[C:4]1[CH:5]=[C:6]([C@H:10](O)[CH2:11][NH:12]C2C=CNC(=O)C=2C2NC3C(N=2)=C(C)N=C(N2CCN(CC(C)CC)CC2)N=3)[CH:7]=[CH:8][CH:9]=1.ClC1C=C([C@H](O)CN[C:52]2C=CN[C:54](=O)[C:53]=2[C:59]2NC3C(N=2)=C(C)N=C(N2CCNCC2)N=3)C=CC=1.[C:76]([OH:79])(=[O:78])C.CC(CC)[CH:82]=[O:83].[BH-](OC(C)=O)(OC(C)=O)OC(C)=O.[Na+], predict the reaction product. The product is: [C:53]([O:79][C:76](=[O:78])[NH:12][C@H:11]([CH2:82][OH:83])[CH2:10][C:6]1[CH:7]=[CH:8][CH:9]=[C:4]([Br:2])[CH:5]=1)([CH3:52])([CH3:54])[CH3:59]. (3) Given the reactants [F:1][C:2]([F:12])([F:11])[C:3]1[CH:10]=[CH:9][C:6]([CH2:7]Br)=[CH:5][CH:4]=1.[CH2:13]([O:20][C:21]1[CH:22]=[C:23]([CH:26]=[CH:27][C:28]=1[OH:29])[CH:24]=[O:25])[C:14]1[CH:19]=[CH:18][CH:17]=[CH:16][CH:15]=1.C(=O)([O-])[O-].[Cs+].[Cs+], predict the reaction product. The product is: [C:14]1([CH2:13][O:20][C:21]2[CH:22]=[C:23]([CH:26]=[CH:27][C:28]=2[O:29][CH2:7][C:6]2[CH:9]=[CH:10][C:3]([C:2]([F:12])([F:11])[F:1])=[CH:4][CH:5]=2)[CH:24]=[O:25])[CH:19]=[CH:18][CH:17]=[CH:16][CH:15]=1. (4) Given the reactants Br[C:2]1[CH:7]=[CH:6][C:5]2[C:8]3[CH2:14][CH2:13][N:12]([C:15]([O:17][C:18]([CH3:21])([CH3:20])[CH3:19])=[O:16])[CH2:11][CH2:10][C:9]=3[S:22][C:4]=2[CH:3]=1.[CH2:23]([O:30][C:31]1[CH:36]=[CH:35][NH:34][C:33](=[O:37])[CH:32]=1)[C:24]1[CH:29]=[CH:28][CH:27]=[CH:26][CH:25]=1, predict the reaction product. The product is: [CH2:23]([O:30][C:31]1[CH:36]=[CH:35][N:34]([C:2]2[CH:7]=[CH:6][C:5]3[C:8]4[CH2:14][CH2:13][N:12]([C:15]([O:17][C:18]([CH3:21])([CH3:20])[CH3:19])=[O:16])[CH2:11][CH2:10][C:9]=4[S:22][C:4]=3[CH:3]=2)[C:33](=[O:37])[CH:32]=1)[C:24]1[CH:25]=[CH:26][CH:27]=[CH:28][CH:29]=1.